From a dataset of Forward reaction prediction with 1.9M reactions from USPTO patents (1976-2016). Predict the product of the given reaction. (1) Given the reactants [Cl:1][C:2]1[CH:3]=[C:4]([C:8]2[CH:16]=[CH:15][CH:14]=[C:13]3[C:9]=2[CH2:10][C:11](=[O:17])[NH:12]3)[CH:5]=[CH:6][CH:7]=1.[N:18]1([CH2:23][CH2:24][NH:25][C:26]([C:28]2[C:32]([CH3:33])=[C:31]([CH:34]=O)[NH:30][C:29]=2[CH3:36])=[O:27])[CH2:22][CH2:21][CH2:20][CH2:19]1, predict the reaction product. The product is: [N:18]1([CH2:23][CH2:24][NH:25][C:26]([C:28]2[C:32]([CH3:33])=[C:31]([CH:34]=[C:10]3[C:9]4[C:13](=[CH:14][CH:15]=[CH:16][C:8]=4[C:4]4[CH:5]=[CH:6][CH:7]=[C:2]([Cl:1])[CH:3]=4)[NH:12][C:11]3=[O:17])[NH:30][C:29]=2[CH3:36])=[O:27])[CH2:22][CH2:21][CH2:20][CH2:19]1. (2) The product is: [NH:18]1[CH:19]=[N:20][C:16]([C:12]2[CH:11]=[C:10]3[C:15](=[CH:14][CH:13]=2)[NH:7][N:8]=[C:9]3[C:40]2[CH:41]=[C:42]([C:43]([NH:67][CH:62]3[CH2:66][CH2:65][CH2:64][CH2:63]3)=[O:44])[CH:47]=[CH:48][CH:49]=2)=[N:17]1. Given the reactants O1CCCCC1[N:7]1[C:15]2[C:10](=[CH:11][C:12]([C:16]3[N:20]=[CH:19][N:18](C(C4C=CC=CC=4)(C4C=CC=CC=4)C4C=CC=CC=4)[N:17]=3)=[CH:13][CH:14]=2)[C:9]([C:40]2[CH:41]=[C:42]([CH:47]=[CH:48][CH:49]=2)[C:43](OC)=[O:44])=[N:8]1.[OH-].[Li+].ON1C2C=CC=CC=2N=N1.[CH:62]1([NH2:67])[CH2:66][CH2:65][CH2:64][CH2:63]1.Cl.C(N=C=NCCCN(C)C)C.Cl, predict the reaction product.